Dataset: Catalyst prediction with 721,799 reactions and 888 catalyst types from USPTO. Task: Predict which catalyst facilitates the given reaction. (1) Reactant: [OH:1][C:2]1[CH:7]=[C:6]([O:8][C:9]2[CH:14]=[CH:13][C:12]([S:15]([CH3:18])(=[O:17])=[O:16])=[CH:11][CH:10]=2)[CH:5]=[CH:4][C:3]=1[NH:19][N:20]=[C:21]([CH3:27])[C:22]([O:24][CH2:25][CH3:26])=[O:23].[CH3:28][S:29](Cl)(=[O:31])=[O:30]. Product: [CH3:28][S:29]([O:1][C:2]1[CH:7]=[C:6]([O:8][C:9]2[CH:10]=[CH:11][C:12]([S:15]([CH3:18])(=[O:17])=[O:16])=[CH:13][CH:14]=2)[CH:5]=[CH:4][C:3]=1[NH:19][N:20]=[C:21]([CH3:27])[C:22]([O:24][CH2:25][CH3:26])=[O:23])(=[O:31])=[O:30]. The catalyst class is: 17. (2) Reactant: [N:1]1[CH:6]=[CH:5][CH:4]=[CH:3][CH:2]=1.[Br:7]C[C:9]1[NH:10][C:11](CBr)=[C:12](C(OCCCCCCCCCC)=O)[CH:13](C2C=CC=CC=2)[C:14]=1C(OCCCCCCCCCC)=O. Product: [Br-:7].[Br-:7].[N+:1]1([N+:10]2[CH:11]=[CH:12][CH:13]=[CH:14][CH:9]=2)[CH:6]=[CH:5][CH:4]=[CH:3][CH:2]=1. The catalyst class is: 21. (3) Reactant: [CH3:1][O:2][C:3]1[CH:8]=[CH:7][C:6]([CH:9]([C:11]2[CH:16]=[CH:15][C:14]([O:17][CH2:18][CH:19]3[CH2:24][CH:23]([O:25][CH2:26][CH2:27][CH2:28][CH2:29][CH2:30][CH2:31][CH2:32][CH2:33][CH2:34][CH2:35][CH2:36][CH2:37][CH2:38][CH2:39][CH2:40][CH2:41][CH2:42][CH3:43])[CH:22]([O:44][CH2:45][CH2:46][CH2:47][CH2:48][CH2:49][CH2:50][CH2:51][CH2:52][CH2:53][CH2:54][CH2:55][CH2:56][CH2:57][CH2:58][CH2:59][CH2:60][CH2:61][CH3:62])[CH:21]([O:63][CH2:64][CH2:65][CH2:66][CH2:67][CH2:68][CH2:69][CH2:70][CH2:71][CH2:72][CH2:73][CH2:74][CH2:75][CH2:76][CH2:77][CH2:78][CH2:79][CH2:80][CH3:81])[CH2:20]3)=[CH:13][CH:12]=2)O)=[CH:5][CH:4]=1.[C:82](=[O:87])([O:84][CH2:85][CH3:86])[NH2:83].CS(O)(=O)=O.C(=O)([O-])[O-].[Na+].[Na+]. Product: [CH2:85]([O:84][C:82](=[O:87])[NH:83][CH:9]([C:6]1[CH:7]=[CH:8][C:3]([O:2][CH3:1])=[CH:4][CH:5]=1)[C:11]1[CH:12]=[CH:13][C:14]([O:17][CH2:18][CH:19]2[CH2:24][CH:23]([O:25][CH2:26][CH2:27][CH2:28][CH2:29][CH2:30][CH2:31][CH2:32][CH2:33][CH2:34][CH2:35][CH2:36][CH2:37][CH2:38][CH2:39][CH2:40][CH2:41][CH2:42][CH3:43])[CH:22]([O:44][CH2:45][CH2:46][CH2:47][CH2:48][CH2:49][CH2:50][CH2:51][CH2:52][CH2:53][CH2:54][CH2:55][CH2:56][CH2:57][CH2:58][CH2:59][CH2:60][CH2:61][CH3:62])[CH:21]([O:63][CH2:64][CH2:65][CH2:66][CH2:67][CH2:68][CH2:69][CH2:70][CH2:71][CH2:72][CH2:73][CH2:74][CH2:75][CH2:76][CH2:77][CH2:78][CH2:79][CH2:80][CH3:81])[CH2:20]2)=[CH:15][CH:16]=1)[CH3:86]. The catalyst class is: 11. (4) Reactant: C([O:3][C:4](=[O:26])[CH2:5][O:6][N:7]=[C:8]1[C:20]2[C:15](=[N:16][C:17]([C:23](=[O:25])[NH2:24])=[C:18]([C:21]#[N:22])[N:19]=2)[C:14]2[CH:13]=[CH:12][CH:11]=[CH:10][C:9]1=2)C.O[Li].O.Cl. Product: [C:23]([C:17]1[N:16]=[C:15]2[C:14]3[CH:13]=[CH:12][CH:11]=[CH:10][C:9]=3[C:8](=[N:7][O:6][CH2:5][C:4]([OH:26])=[O:3])[C:20]2=[N:19][C:18]=1[C:21]#[N:22])(=[O:25])[NH2:24]. The catalyst class is: 20. (5) Reactant: [Cl:1][C:2]1[CH:3]=[C:4]([F:28])[CH:5]=[C:6]2[C:14]=1[NH:13][C:12]1[C:11]([C:20]([F:23])([F:22])[F:21])([O:15][Si](C)(C)C)[CH:10]([C:24]([F:27])([F:26])[F:25])[CH2:9][CH2:8][C:7]2=1.[OH-].[K+]. Product: [Cl:1][C:2]1[CH:3]=[C:4]([F:28])[CH:5]=[C:6]2[C:14]=1[NH:13][C:12]1[C:11]([C:20]([F:22])([F:23])[F:21])([OH:15])[CH:10]([C:24]([F:27])([F:25])[F:26])[CH2:9][CH2:8][C:7]2=1. The catalyst class is: 20. (6) Reactant: [CH3:1][N:2]1[C:6]2[CH:7]=[CH:8][C:9]([C:11](O)=[O:12])=[CH:10][C:5]=2[N:4]=[C:3]1[NH:14][C:15]1[S:16][C:17]2[CH:23]=[C:22]([O:24][C:25]([F:28])([F:27])[F:26])[CH:21]=[CH:20][C:18]=2[N:19]=1.[CH:29]1[C:41]2[CH:40]([CH2:42][O:43][C:44](=[O:52])[NH:45][CH2:46][CH2:47][O:48][CH2:49][CH2:50][NH2:51])[C:39]3[C:34](=[CH:35][CH:36]=[CH:37][CH:38]=3)[C:33]=2[CH:32]=[CH:31][CH:30]=1.CN(C(ON1N=NC2C=CC=CC1=2)=[N+](C)C)C.F[P-](F)(F)(F)(F)F.CCN(C(C)C)C(C)C. Product: [CH:38]1[C:39]2[CH:40]([CH2:42][O:43][C:44](=[O:52])[NH:45][CH2:46][CH2:47][O:48][CH2:49][CH2:50][NH:51][C:11]([C:9]3[CH:8]=[CH:7][C:6]4[N:2]([CH3:1])[C:3]([NH:14][C:15]5[S:16][C:17]6[CH:23]=[C:22]([O:24][C:25]([F:28])([F:26])[F:27])[CH:21]=[CH:20][C:18]=6[N:19]=5)=[N:4][C:5]=4[CH:10]=3)=[O:12])[C:41]3[C:33](=[CH:32][CH:31]=[CH:30][CH:29]=3)[C:34]=2[CH:35]=[CH:36][CH:37]=1. The catalyst class is: 3. (7) Reactant: [Cl-].O[NH3+:3].[C:4](=[O:7])([O-])[OH:5].[Na+].CS(C)=O.[CH2:13]([C:17]1[N:18]=[C:19]([CH2:45][CH3:46])[N:20]([C:39]2[CH:44]=[CH:43][CH:42]=[CH:41][CH:40]=2)[C:21](=[O:38])[C:22]=1[CH2:23][C:24]1[CH:29]=[CH:28][C:27]([C:30]2[C:31]([C:36]#[N:37])=[CH:32][CH:33]=[CH:34][CH:35]=2)=[CH:26][CH:25]=1)[CH2:14][CH2:15][CH3:16]. Product: [CH2:13]([C:17]1[N:18]=[C:19]([CH2:45][CH3:46])[N:20]([C:39]2[CH:44]=[CH:43][CH:42]=[CH:41][CH:40]=2)[C:21](=[O:38])[C:22]=1[CH2:23][C:24]1[CH:29]=[CH:28][C:27]([C:30]2[CH:35]=[CH:34][CH:33]=[CH:32][C:31]=2[C:36]2[NH:3][C:4](=[O:7])[O:5][N:37]=2)=[CH:26][CH:25]=1)[CH2:14][CH2:15][CH3:16]. The catalyst class is: 13. (8) Reactant: [CH3:1][CH2:2][CH2:3][CH2:4][CH2:5][CH2:6][CH3:7].[CH2:8]([OH:10])C. Product: [C:2]1([CH3:1])[CH:7]=[CH:6][CH:5]=[CH:4][CH:3]=1.[CH3:8][OH:10]. The catalyst class is: 194. (9) Product: [F:1][C:2]1[CH:3]=[CH:4][C:5]2[N:9]=[C:8]([C@@H:10]([NH:12][C:21]3[N:29]=[CH:28][N:27]=[C:26]4[C:22]=3[N:23]=[CH:24][NH:25]4)[CH3:11])[N:7]([CH:13]3[CH2:16][CH:15]([O:17][CH3:18])[CH2:14]3)[C:6]=2[CH:19]=1. The catalyst class is: 41. Reactant: [F:1][C:2]1[CH:3]=[CH:4][C:5]2[N:9]=[C:8]([C@@H:10]([NH2:12])[CH3:11])[N:7]([C@H:13]3[CH2:16][C@@H:15]([O:17][CH3:18])[CH2:14]3)[C:6]=2[CH:19]=1.Cl[C:21]1[N:29]=[CH:28][N:27]=[C:26]2[C:22]=1[N:23]=[CH:24][N:25]2C1CCCCO1.CCN(C(C)C)C(C)C. (10) Reactant: [NH2:1][C:2]1[CH:7]=[CH:6][CH:5]=[CH:4][C:3]=1[OH:8].[NH:9]1[CH2:14][CH2:13][CH:12]([C:15](O)=O)[CH2:11][CH2:10]1.[OH-].[K+]. Product: [NH:9]1[CH2:14][CH2:13][CH:12]([C:15]2[O:8][C:3]3[CH:4]=[CH:5][CH:6]=[CH:7][C:2]=3[N:1]=2)[CH2:11][CH2:10]1. The catalyst class is: 6.